Dataset: Peptide-MHC class I binding affinity with 185,985 pairs from IEDB/IMGT. Task: Regression. Given a peptide amino acid sequence and an MHC pseudo amino acid sequence, predict their binding affinity value. This is MHC class I binding data. (1) The peptide sequence is KMNAKAATL. The MHC is HLA-C14:02 with pseudo-sequence HLA-C14:02. The binding affinity (normalized) is 0.539. (2) The binding affinity (normalized) is 0.0847. The peptide sequence is QVNDVLHSV. The MHC is HLA-B15:01 with pseudo-sequence HLA-B15:01. (3) The MHC is HLA-A11:01 with pseudo-sequence HLA-A11:01. The peptide sequence is VDVCGMFTNR. The binding affinity (normalized) is 0. (4) The peptide sequence is AVMFFPFWF. The MHC is HLA-B44:02 with pseudo-sequence HLA-B44:02. The binding affinity (normalized) is 0.0847. (5) The peptide sequence is KSDLQPPNY. The MHC is SLA-10401 with pseudo-sequence SLA-10401. The binding affinity (normalized) is 0.574. (6) The peptide sequence is QSYRQYRNY. The MHC is HLA-A33:01 with pseudo-sequence HLA-A33:01. The binding affinity (normalized) is 0.567.